The task is: Predict the product of the given reaction.. This data is from Forward reaction prediction with 1.9M reactions from USPTO patents (1976-2016). Given the reactants [S:1]=[C:2]1[NH:7][C:6](=[O:8])[CH:5]=[CH:4][NH:3]1.[OH-].[Na+].[CH2:11](I)[CH2:12][CH2:13][CH3:14].C(O)(=O)C, predict the reaction product. The product is: [CH2:11]([S:1][C:2]1[NH:7][C:6](=[O:8])[CH:5]=[CH:4][N:3]=1)[CH2:12][CH2:13][CH3:14].